From a dataset of Reaction yield outcomes from USPTO patents with 853,638 reactions. Predict the reaction yield, written as a fraction of the theoretical maximum amount of product (1.0 means a 100% yield; for example, 0.34 means a 34% yield). (1) The reactants are BrC1C=CC([NH:8][C:9]2[N:14]=[C:13](Cl)[N:12]=[C:11]([C:16]3[CH:21]=[C:20]([Cl:22])[CH:19]=[CH:18][C:17]=3[CH3:23])[N:10]=2)=CC=1.[CH3:24][Mg]Br. The catalyst is O1CCCC1. The product is [Cl:22][C:20]1[CH:19]=[CH:18][C:17]([CH3:23])=[C:16]([C:11]2[N:12]=[C:13]([CH3:24])[N:14]=[C:9]([NH2:8])[N:10]=2)[CH:21]=1. The yield is 0.320. (2) The reactants are CCN(S(F)(F)[F:7])CC.[CH3:10][O:11][C:12]([CH:14]1[CH2:19][C:18]([CH2:21][CH:22]=[CH2:23])(O)[CH2:17][CH2:16][N:15]1[C:24]([O:26][C:27]([CH3:30])([CH3:29])[CH3:28])=[O:25])=[O:13].[NH4+].[Cl-]. The catalyst is C(Cl)Cl. The product is [CH3:10][O:11][C:12]([CH:14]1[CH2:19][C:18]([F:7])([CH2:21][CH2:22][CH3:23])[CH2:17][CH2:16][N:15]1[C:24]([O:26][C:27]([CH3:30])([CH3:29])[CH3:28])=[O:25])=[O:13]. The yield is 0.520. (3) The reactants are [Cl:1][C:2]1[CH:3]=[C:4]([CH:9]([NH:11][C:12]2[CH:17]=[C:16]([N:18]3[CH2:23][CH2:22][NH:21][CH2:20][CH2:19]3)[CH:15]=[CH:14][C:13]=2[S:24]([CH3:27])(=[O:26])=[O:25])[CH3:10])[CH:5]=[C:6]([Cl:8])[CH:7]=1.Cl. The catalyst is ClCCl.C(OCC)C. The product is [ClH:1].[Cl:1][C:2]1[CH:3]=[C:4]([CH:9]([NH:11][C:12]2[CH:17]=[C:16]([N:18]3[CH2:19][CH2:20][NH:21][CH2:22][CH2:23]3)[CH:15]=[CH:14][C:13]=2[S:24]([CH3:27])(=[O:25])=[O:26])[CH3:10])[CH:5]=[C:6]([Cl:8])[CH:7]=1. The yield is 0.950. (4) The reactants are [NH2:1][C:2]1[NH:6][N:5]=[C:4]([CH3:7])[C:3]=1[C:8]1[S:9][C:10]2[CH:16]=[C:15]([S:17](Cl)(=[O:19])=[O:18])[CH:14]=[CH:13][C:11]=2[N:12]=1.[CH3:21][N:22]([CH3:26])[CH2:23][CH2:24][NH2:25].CN1CCOCC1. The catalyst is CO. The product is [CH3:21][N:22]([CH3:26])[CH2:23][CH2:24][NH:25][S:17]([C:15]1[CH:14]=[CH:13][C:11]2[N:12]=[C:8]([C:3]3[C:4]([CH3:7])=[N:5][NH:6][C:2]=3[NH2:1])[S:9][C:10]=2[CH:16]=1)(=[O:19])=[O:18]. The yield is 0.0900. (5) The reactants are [F:1][C:2]1[CH:7]=[C:6]([F:8])[CH:5]=[CH:4][C:3]=1[N:9]1[C:13]([C:14]2[S:23][C:22]3[C:21]4[N:24]=[C:25]([NH2:28])[CH:26]=[CH:27][C:20]=4[O:19][CH2:18][CH2:17][C:16]=3[CH:15]=2)=[N:12][CH:11]=[N:10]1.[H-].[Na+].BrC[CH2:33][C:34]([O:36][C:37]([CH3:40])([CH3:39])[CH3:38])=[O:35]. The catalyst is C1COCC1. The product is [C:37]([O:36][C:34](=[O:35])[CH2:33][NH:28][C:25]1[CH:26]=[CH:27][C:20]2[O:19][CH2:18][CH2:17][C:16]3[CH:15]=[C:14]([C:13]4[N:9]([C:3]5[CH:4]=[CH:5][C:6]([F:8])=[CH:7][C:2]=5[F:1])[N:10]=[CH:11][N:12]=4)[S:23][C:22]=3[C:21]=2[N:24]=1)([CH3:40])([CH3:39])[CH3:38]. The yield is 0.900.